This data is from TCR-epitope binding with 47,182 pairs between 192 epitopes and 23,139 TCRs. The task is: Binary Classification. Given a T-cell receptor sequence (or CDR3 region) and an epitope sequence, predict whether binding occurs between them. (1) The epitope is SSTFNVPMEKLK. The TCR CDR3 sequence is CASSFGTIYNEQFF. Result: 0 (the TCR does not bind to the epitope). (2) The epitope is ISDYDYYRY. The TCR CDR3 sequence is CASSLEQASNQPQHF. Result: 1 (the TCR binds to the epitope). (3) The epitope is QASQEVKNW. The TCR CDR3 sequence is CASSLILSGAPYEQYF. Result: 0 (the TCR does not bind to the epitope). (4) The epitope is VLAWLYAAV. The TCR CDR3 sequence is CASSPRLGPEETQYF. Result: 1 (the TCR binds to the epitope). (5) The epitope is RLFRKSNLK. The TCR CDR3 sequence is CASSYSIGATGELFF. Result: 1 (the TCR binds to the epitope). (6) Result: 0 (the TCR does not bind to the epitope). The TCR CDR3 sequence is CASSPAGGTYEQYF. The epitope is VLAWLYAAV.